This data is from Acute oral toxicity (LD50) regression data from Zhu et al.. The task is: Regression/Classification. Given a drug SMILES string, predict its toxicity properties. Task type varies by dataset: regression for continuous values (e.g., LD50, hERG inhibition percentage) or binary classification for toxic/non-toxic outcomes (e.g., AMES mutagenicity, cardiotoxicity, hepatotoxicity). Dataset: ld50_zhu. (1) The compound is CC1(C)CO1. The rat oral LD50 is 1.27, given as -log10 of the dose in mol/kg body weight (higher means more acutely toxic). (2) The molecule is CN(N=O)C(N)=O. The rat oral LD50 is 2.97, given as -log10 of the dose in mol/kg body weight (higher means more acutely toxic). (3) The compound is ClC1=C(Cl)C2(Cl)C3C4C=CC(C4)C3C1(Cl)C2(Cl)Cl. The rat oral LD50 is 3.97, given as -log10 of the dose in mol/kg body weight (higher means more acutely toxic). (4) The molecule is CCCCn1c(=O)n(CCC)c(=O)c2[nH]c(C)nc21. The rat oral LD50 is 4.25, given as -log10 of the dose in mol/kg body weight (higher means more acutely toxic). (5) The drug is ClC1=CC(Cl)C(Cl)C(Cl)C1Cl. The rat oral LD50 is 1.94, given as -log10 of the dose in mol/kg body weight (higher means more acutely toxic). (6) The molecule is COC(=O)C1C2CC3c4[nH]c5cc(OC)ccc5c4CCN3CC2CC(OC(=O)c2cc(OC)c(OC)c(OC)c2)C1OC. The rat oral LD50 is 3.16, given as -log10 of the dose in mol/kg body weight (higher means more acutely toxic). (7) The compound is N#CSCC(Cl)SC#N. The rat oral LD50 is 3.26, given as -log10 of the dose in mol/kg body weight (higher means more acutely toxic).